Task: Regression. Given two drug SMILES strings and cell line genomic features, predict the synergy score measuring deviation from expected non-interaction effect.. Dataset: Merck oncology drug combination screen with 23,052 pairs across 39 cell lines (1) Drug 2: Cn1nnc2c(C(N)=O)ncn2c1=O. Cell line: ES2. Drug 1: CC1CC2C3CCC4=CC(=O)C=CC4(C)C3(F)C(O)CC2(C)C1(O)C(=O)CO. Synergy scores: synergy=-19.4. (2) Drug 1: O=S1(=O)NC2(CN1CC(F)(F)F)C1CCC2Cc2cc(C=CCN3CCC(C(F)(F)F)CC3)ccc2C1. Drug 2: CCC1(O)CC2CN(CCc3c([nH]c4ccccc34)C(C(=O)OC)(c3cc4c(cc3OC)N(C)C3C(O)(C(=O)OC)C(OC(C)=O)C5(CC)C=CCN6CCC43C65)C2)C1. Cell line: OCUBM. Synergy scores: synergy=42.9. (3) Drug 1: O=C(O)C1(Cc2cccc(Nc3nccs3)n2)CCC(Oc2cccc(Cl)c2F)CC1. Drug 2: C#Cc1cccc(Nc2ncnc3cc(OCCOC)c(OCCOC)cc23)c1. Cell line: ES2. Synergy scores: synergy=11.3. (4) Drug 1: O=S1(=O)NC2(CN1CC(F)(F)F)C1CCC2Cc2cc(C=CCN3CCC(C(F)(F)F)CC3)ccc2C1. Drug 2: N.N.O=C(O)C1(C(=O)O)CCC1.[Pt]. Cell line: T47D. Synergy scores: synergy=-36.2.